The task is: Predict the product of the given reaction.. This data is from Forward reaction prediction with 1.9M reactions from USPTO patents (1976-2016). (1) Given the reactants C1CN2C(=NCCC2)C1.[C:10](O)([C:12]([F:15])([F:14])[F:13])=[O:11].O.[CH:18]([O:20][CH2:21][CH3:22])=[CH2:19], predict the reaction product. The product is: [CH3:22][CH2:21][O:20]/[CH:18]=[CH:19]/[C:10]([C:12]([F:15])([F:14])[F:13])=[O:11]. (2) Given the reactants [CH3:1][C:2]1[C:7]([O:8][C:9]2[N:14]=[CH:13][N:12]=[C:11]3[N:15]([CH:18]4[CH2:23][CH2:22][NH:21][CH2:20][CH2:19]4)[N:16]=[CH:17][C:10]=23)=[CH:6][CH:5]=[CH:4][N:3]=1.C(N(CC)CC)C.Cl[C:32]([O:34][CH:35]([CH3:37])[CH3:36])=[O:33], predict the reaction product. The product is: [CH3:1][C:2]1[C:7]([O:8][C:9]2[N:14]=[CH:13][N:12]=[C:11]3[N:15]([CH:18]4[CH2:23][CH2:22][N:21]([C:32]([O:34][CH:35]([CH3:37])[CH3:36])=[O:33])[CH2:20][CH2:19]4)[N:16]=[CH:17][C:10]=23)=[CH:6][CH:5]=[CH:4][N:3]=1. (3) Given the reactants [C:1]([O:5][C:6]([N:8]1[CH2:12][CH2:11][C@@H:10]([N:13]2[C:17]3[N:18]=[CH:19][N:20]=[C:21]([Cl:22])[C:16]=3[CH:15]=[CH:14]2)[CH2:9]1)=[O:7])([CH3:4])([CH3:3])[CH3:2].C1C(=O)N([I:30])C(=O)C1, predict the reaction product. The product is: [C:1]([O:5][C:6]([N:8]1[CH2:12][CH2:11][C@@H:10]([N:13]2[C:17]3[N:18]=[CH:19][N:20]=[C:21]([Cl:22])[C:16]=3[C:15]([I:30])=[CH:14]2)[CH2:9]1)=[O:7])([CH3:4])([CH3:2])[CH3:3].